Dataset: Peptide-MHC class I binding affinity with 185,985 pairs from IEDB/IMGT. Task: Regression. Given a peptide amino acid sequence and an MHC pseudo amino acid sequence, predict their binding affinity value. This is MHC class I binding data. (1) The peptide sequence is EENLLDFVRF. The MHC is HLA-B44:02 with pseudo-sequence HLA-B44:02. The binding affinity (normalized) is 0.958. (2) The peptide sequence is FHGVAKNPV. The MHC is HLA-A02:06 with pseudo-sequence HLA-A02:06. The binding affinity (normalized) is 0.0847. (3) The binding affinity (normalized) is 0.719. The peptide sequence is ALAKAAAAL. The MHC is HLA-A02:05 with pseudo-sequence HLA-A02:05. (4) The peptide sequence is FMRERQLPQ. The MHC is HLA-A29:02 with pseudo-sequence HLA-A29:02. The binding affinity (normalized) is 0.213. (5) The peptide sequence is FVDEFYAYL. The MHC is HLA-A68:02 with pseudo-sequence HLA-A68:02. The binding affinity (normalized) is 0.663.